Task: Predict the reactants needed to synthesize the given product.. Dataset: Full USPTO retrosynthesis dataset with 1.9M reactions from patents (1976-2016) (1) Given the product [Br:3][C:4]1[CH:5]=[C:6]2[C:11](=[CH:12][CH:13]=1)[N:10]([C:14]1[CH:23]=[C:22]3[C:17]([CH:18]=[CH:19][C:20]([C:24]([OH:26])=[O:25])=[CH:21]3)=[CH:16][C:15]=1[C:28]1[CH:29]=[CH:30][C:31]([F:34])=[CH:32][CH:33]=1)[CH2:9][CH2:8][CH2:7]2, predict the reactants needed to synthesize it. The reactants are: [OH-].[Na+].[Br:3][C:4]1[CH:5]=[C:6]2[C:11](=[CH:12][CH:13]=1)[N:10]([C:14]1[CH:23]=[C:22]3[C:17]([CH:18]=[CH:19][C:20]([C:24]([O:26]C)=[O:25])=[CH:21]3)=[CH:16][C:15]=1[C:28]1[CH:33]=[CH:32][C:31]([F:34])=[CH:30][CH:29]=1)[CH2:9][CH2:8][CH2:7]2. (2) Given the product [CH:18]([NH:20][CH2:2][C:3]1[N:7]([CH2:8][C:9]([O:11][CH2:12][CH3:13])=[O:10])[N:6]=[C:5]([N+:14]([O-:16])=[O:15])[CH:4]=1)([CH3:19])[CH3:17], predict the reactants needed to synthesize it. The reactants are: Cl[CH2:2][C:3]1[N:7]([CH2:8][C:9]([O:11][CH2:12][CH3:13])=[O:10])[N:6]=[C:5]([N+:14]([O-:16])=[O:15])[CH:4]=1.[CH3:17][CH:18]([NH2:20])[CH3:19]. (3) Given the product [C:18]([NH:11][C@@H:9]1[CH2:10][C@H:6]([C:4]([O:3][CH3:2])=[O:5])[CH:7]=[CH:8]1)([C:12]1[CH:17]=[CH:16][CH:15]=[CH:14][CH:13]=1)([C:25]1[CH:26]=[CH:27][CH:28]=[CH:29][CH:30]=1)[C:19]1[CH:20]=[CH:21][CH:22]=[CH:23][CH:24]=1, predict the reactants needed to synthesize it. The reactants are: Cl.[CH3:2][O:3][C:4]([C@H:6]1[CH2:10][C@@H:9]([NH2:11])[CH:8]=[CH:7]1)=[O:5].[C:12]1([C:18](Cl)([C:25]2[CH:30]=[CH:29][CH:28]=[CH:27][CH:26]=2)[C:19]2[CH:24]=[CH:23][CH:22]=[CH:21][CH:20]=2)[CH:17]=[CH:16][CH:15]=[CH:14][CH:13]=1.C(N(CC)CC)C. (4) Given the product [C:1]([C:4]1[N:5]=[C:6]([N:9]2[CH2:10][CH2:11][CH:12]([O:15][S:17]([CH3:16])(=[O:19])=[O:18])[CH2:13][CH2:14]2)[S:7][CH:8]=1)(=[O:3])[NH2:2], predict the reactants needed to synthesize it. The reactants are: [C:1]([C:4]1[N:5]=[C:6]([N:9]2[CH2:14][CH2:13][CH:12]([OH:15])[CH2:11][CH2:10]2)[S:7][CH:8]=1)(=[O:3])[NH2:2].[CH3:16][S:17](Cl)(=[O:19])=[O:18].C(N(CC)CC)C.CO. (5) The reactants are: [Cl:1][C:2]1[CH:21]=[CH:20][C:5]([NH:6][C:7]2[C:16]3[C:11](=[CH:12][C:13]([OH:19])=[C:14]([O:17][CH3:18])[CH:15]=3)[N:10]=[CH:9][N:8]=2)=[C:4]([F:22])[CH:3]=1.Cl.Cl[CH2:25][CH2:26][S:27][C:28]1[N:29]([CH3:33])[CH:30]=[CH:31][N:32]=1.C(=O)([O-])[O-].[K+].[K+]. Given the product [Cl:1][C:2]1[CH:21]=[CH:20][C:5]([NH:6][C:7]2[C:16]3[C:11](=[CH:12][C:13]([O:19][CH2:25][CH2:26][S:27][C:28]4[N:29]([CH3:33])[CH:30]=[CH:31][N:32]=4)=[C:14]([O:17][CH3:18])[CH:15]=3)[N:10]=[CH:9][N:8]=2)=[C:4]([F:22])[CH:3]=1, predict the reactants needed to synthesize it. (6) Given the product [F:1][C:2]1[C:25]([CH3:26])=[CH:24][CH:23]=[CH:22][C:3]=1[CH2:4][S:5][C:6]1[N:11]=[C:10]([NH:12][S:13]([CH3:16])(=[O:15])=[O:14])[CH:9]=[C:8]([NH:17][C:18]([CH3:28])([CH3:21])[CH2:19][OH:20])[N:7]=1, predict the reactants needed to synthesize it. The reactants are: [F:1][C:2]1[C:25]([CH3:26])=[CH:24][CH:23]=[CH:22][C:3]=1[CH2:4][S:5][C:6]1[N:11]=[C:10]([NH:12][S:13]([CH3:16])(=[O:15])=[O:14])[CH:9]=[C:8]([NH:17][C@H:18]([CH3:21])[CH2:19][OH:20])[N:7]=1.N[C:28](C)(C)CO.FC(F)(F)C(O)=O. (7) Given the product [CH:31]1([NH:37][C:2]2[C:7]([C:8]([NH2:10])=[O:9])=[CH:6][N:5]=[C:4]3[N:11]([CH2:14][O:15][CH2:16][CH2:17][Si:18]([CH3:21])([CH3:20])[CH3:19])[CH:12]=[CH:13][C:3]=23)[CH2:36][CH2:35][CH2:34][CH2:33][CH2:32]1, predict the reactants needed to synthesize it. The reactants are: Cl[C:2]1[C:7]([C:8]([NH2:10])=[O:9])=[CH:6][N:5]=[C:4]2[N:11]([CH2:14][O:15][CH2:16][CH2:17][Si:18]([CH3:21])([CH3:20])[CH3:19])[CH:12]=[CH:13][C:3]=12.C(N(CC)C(C)C)(C)C.[CH:31]1([NH2:37])[CH2:36][CH2:35][CH2:34][CH2:33][CH2:32]1.O. (8) Given the product [O:13]=[S:12]1(=[O:14])[CH2:9][CH2:2][CH2:1][N:3]1[CH:45]1[CH2:44][CH2:37][N:34]([C:16]2[N:15]([S:12]([C:9]3[CH:10]=[CH:11][C:6]([O:5][CH3:4])=[CH:7][CH:8]=3)(=[O:14])=[O:13])[C:19]3[CH:20]=[CH:21][C:22]([C:24]4[CH:29]=[CH:28][CH:27]=[CH:26][CH:25]=4)=[CH:23][C:18]=3[N:17]=2)[CH2:31][CH2:32]1, predict the reactants needed to synthesize it. The reactants are: [C:1](#[N:3])[CH3:2].[CH3:4][O:5][C:6]1[CH:11]=[CH:10][C:9]([S:12]([N:15]2[C:19]3[CH:20]=[CH:21][C:22]([C:24]4[CH:29]=[CH:28][CH:27]=[CH:26][CH:25]=4)=[CH:23][C:18]=3[N:17]=[C:16]2Cl)(=[O:14])=[O:13])=[CH:8][CH:7]=1.[CH:31]([N:34]([CH:37](C)C)CC)(C)[CH3:32].C(O[CH2:44][CH3:45])(=O)C. (9) Given the product [CH3:1][O:2][C:3]1[CH:4]=[C:5]([CH:21]=[CH:22][C:23]=1[O:24][CH3:25])[CH2:6][CH:7]1[C:16]2[C:11](=[C:12]([O:19][CH3:20])[CH:13]=[CH:14][C:15]=2[O:17][CH3:18])[CH2:10][CH2:9][N:8]1[CH2:27][C:28]([NH:31][CH2:32][C:33]1[NH:34][C:35]2[CH:41]=[CH:40][CH:39]=[CH:38][C:36]=2[N:37]=1)=[O:29], predict the reactants needed to synthesize it. The reactants are: [CH3:1][O:2][C:3]1[CH:4]=[C:5]([CH:21]=[CH:22][C:23]=1[O:24][CH3:25])[CH2:6][CH:7]1[C:16]2[C:11](=[C:12]([O:19][CH3:20])[CH:13]=[CH:14][C:15]=2[O:17][CH3:18])[CH2:10][CH2:9][NH:8]1.Br[CH2:27][C:28](Br)=[O:29].[NH2:31][CH2:32][C:33]1[NH:34][C:35]2[CH:41]=[CH:40][CH:39]=[CH:38][C:36]=2[N:37]=1.